This data is from Full USPTO retrosynthesis dataset with 1.9M reactions from patents (1976-2016). The task is: Predict the reactants needed to synthesize the given product. Given the product [I:8][C:6]1[CH:5]=[CH:4][N:3]2[CH:12]=[N:14][N:10]=[C:2]2[CH:7]=1, predict the reactants needed to synthesize it. The reactants are: F[C:2]1[CH:7]=[C:6]([I:8])[CH:5]=[CH:4][N:3]=1.O.[NH2:10]N.[C:12](#[N:14])C.